Dataset: Full USPTO retrosynthesis dataset with 1.9M reactions from patents (1976-2016). Task: Predict the reactants needed to synthesize the given product. Given the product [C:39]([O:11][CH2:10][C:9]([N:8]([C:5]1[CH:6]=[CH:7][C:2]([Cl:1])=[CH:3][CH:4]=1)[C@H:13]1[C:22]2[C:17](=[CH:18][CH:19]=[CH:20][CH:21]=2)[N:16]([C:23](=[O:32])[C:24]2[CH:25]=[CH:26][C:27]([O:30][CH3:31])=[CH:28][CH:29]=2)[C@@H:15]([CH3:33])[CH2:14]1)=[O:12])(=[O:40])[CH3:38], predict the reactants needed to synthesize it. The reactants are: [Cl:1][C:2]1[CH:7]=[CH:6][C:5]([N:8]([C@H:13]2[C:22]3[C:17](=[CH:18][CH:19]=[CH:20][CH:21]=3)[N:16]([C:23](=[O:32])[C:24]3[CH:29]=[CH:28][C:27]([O:30][CH3:31])=[CH:26][CH:25]=3)[C@@H:15]([CH3:33])[CH2:14]2)[C:9](=[O:12])[CH2:10][OH:11])=[CH:4][CH:3]=1.FC1C=C[C:38]([C:39](Cl)=[O:40])=CC=1.C(Cl)(=O)C.